Dataset: Forward reaction prediction with 1.9M reactions from USPTO patents (1976-2016). Task: Predict the product of the given reaction. (1) Given the reactants Br.[Br:2][C:3]1[S:7][C:6]([NH2:8])=[N:5][CH:4]=1.C(N(CC)CC)C.[C:16]([O:20][C:21](O[C:21]([O:20][C:16]([CH3:19])([CH3:18])[CH3:17])=[O:22])=[O:22])([CH3:19])([CH3:18])[CH3:17], predict the reaction product. The product is: [Br:2][C:3]1[S:7][C:6]([NH:8][C:21](=[O:22])[O:20][C:16]([CH3:19])([CH3:18])[CH3:17])=[N:5][CH:4]=1. (2) Given the reactants C([O-])(=O)C.[O:5]=[C:6]1[C@@H:9]([NH3+:10])[CH2:8][NH:7]1.CCN(C(C)C)C(C)C.[O:20]1[C:24]2[CH:25]=[CH:26][C:27]([CH2:29][O:30][C:31](N3C=CC=CC3=O)=[O:32])=[CH:28][C:23]=2[O:22][CH2:21]1, predict the reaction product. The product is: [O:5]=[C:6]1[C@@H:9]([NH:10][C:31](=[O:32])[O:30][CH2:29][C:27]2[CH:26]=[CH:25][C:24]3[O:20][CH2:21][O:22][C:23]=3[CH:28]=2)[CH2:8][NH:7]1. (3) Given the reactants [CH:1]1([N:5]2[CH2:10][CH2:9][N:8]([C:11]([C@H:13]3[CH2:18][CH2:17][C@H:16]([OH:19])[CH2:15][CH2:14]3)=[O:12])[CH2:7][CH2:6]2)[CH2:4][CH2:3][CH2:2]1.[Cl:20][C:21]1[CH:26]=[CH:25][C:24](O)=[CH:23][N:22]=1, predict the reaction product. The product is: [Cl:20][C:21]1[N:22]=[CH:23][C:24]([O:19][C@@H:16]2[CH2:17][CH2:18][C@H:13]([C:11]([N:8]3[CH2:9][CH2:10][N:5]([CH:1]4[CH2:4][CH2:3][CH2:2]4)[CH2:6][CH2:7]3)=[O:12])[CH2:14][CH2:15]2)=[CH:25][CH:26]=1. (4) Given the reactants [CH2:1]=[C:2]([C:7](OS(F)(=O)=O)([F:9])[F:8])[C:3]([F:6])([F:5])[F:4].[I-:15].[Na+].COCCOCCOC, predict the reaction product. The product is: [F:4][C:3]([F:6])([F:5])[C:2]([C:7]([F:9])([F:8])[I:15])=[CH2:1]. (5) Given the reactants C[O:2][C:3]1[CH:12]=[C:11]2[C:6]([C:7]([O:13][CH2:14][C:15]3[N:19]4[CH:20]=[C:21]([C:24]5[O:28][N:27]=[C:26]([CH3:29])[CH:25]=5)[CH:22]=[CH:23][C:18]4=[N:17][N:16]=3)=[CH:8][CH:9]=[N:10]2)=[CH:5][CH:4]=1.[BrH:30].[OH-].[Na+], predict the reaction product. The product is: [BrH:30].[CH3:29][C:26]1[CH:25]=[C:24]([C:21]2[CH:22]=[CH:23][C:18]3[N:19]([C:15]([CH2:14][O:13][C:7]4[C:6]5[C:11](=[CH:12][C:3]([OH:2])=[CH:4][CH:5]=5)[N:10]=[CH:9][CH:8]=4)=[N:16][N:17]=3)[CH:20]=2)[O:28][N:27]=1. (6) Given the reactants [CH3:1][O:2][C:3]1[CH:8]=[CH:7][C:6]([CH:9]2[CH:14]([CH3:15])[NH:13][C:12](=O)[CH2:11][O:10]2)=[CH:5][CH:4]=1, predict the reaction product. The product is: [CH3:1][O:2][C:3]1[CH:4]=[CH:5][C:6]([CH:9]2[O:10][CH2:11][CH2:12][NH:13][CH:14]2[CH3:15])=[CH:7][CH:8]=1. (7) Given the reactants [F:1][C:2]1[N:7]=[C:6]([S:8](Cl)(=[O:10])=[O:9])[CH:5]=[CH:4][CH:3]=1.[C:12]1([CH3:24])[CH:17]=[CH:16][CH:15]=[CH:14][C:13]=1[CH:18]1[CH2:23][CH2:22][NH:21][CH2:20][CH2:19]1, predict the reaction product. The product is: [F:1][C:2]1[CH:3]=[CH:4][CH:5]=[C:6]([S:8]([N:21]2[CH2:22][CH2:23][CH:18]([C:13]3[CH:14]=[CH:15][CH:16]=[CH:17][C:12]=3[CH3:24])[CH2:19][CH2:20]2)(=[O:10])=[O:9])[N:7]=1. (8) Given the reactants Cl[C:2]1[CH:7]=[C:6]([O:8][C@H:9]([C:14]2[CH:19]=[CH:18][C:17]([Cl:20])=[CH:16][C:15]=2[N:21]2[CH:25]=[CH:24][C:23]([CH3:26])=[N:22]2)[C:10]([F:13])([F:12])[F:11])[N:5]=[C:4]([N:27]2[CH2:51][CH2:50][C:30]3([CH2:34][N:33]([C:35]([O:37][CH2:38][C:39]4[CH:44]=[CH:43][CH:42]=[CH:41][CH:40]=4)=[O:36])[CH:32]([C:45]([O:47][CH2:48][CH3:49])=[O:46])[CH2:31]3)[CH2:29][CH2:28]2)[N:3]=1.[C:52]1([OH:58])[CH:57]=[CH:56][CH:55]=[CH:54][CH:53]=1.C([O-])([O-])=O.[Cs+].[Cs+], predict the reaction product. The product is: [Cl:20][C:17]1[CH:18]=[CH:19][C:14]([C@@H:9]([O:8][C:6]2[CH:7]=[C:2]([O:58][C:52]3[CH:57]=[CH:56][CH:55]=[CH:54][CH:53]=3)[N:3]=[C:4]([N:27]3[CH2:51][CH2:50][C:30]4([CH2:34][N:33]([C:35]([O:37][CH2:38][C:39]5[CH:40]=[CH:41][CH:42]=[CH:43][CH:44]=5)=[O:36])[CH:32]([C:45]([O:47][CH2:48][CH3:49])=[O:46])[CH2:31]4)[CH2:29][CH2:28]3)[N:5]=2)[C:10]([F:12])([F:11])[F:13])=[C:15]([N:21]2[CH:25]=[CH:24][C:23]([CH3:26])=[N:22]2)[CH:16]=1.